Dataset: Forward reaction prediction with 1.9M reactions from USPTO patents (1976-2016). Task: Predict the product of the given reaction. (1) The product is: [CH2:26]([N+:22]([CH2:23][CH2:24][OH:25])([CH2:21][C@H:18]1[CH2:19][CH2:20][C@H:15]([CH2:14][CH2:13][N:11]([CH3:12])[C:10]([O:9][C:6]2[CH:7]=[CH:8][C:3]([C:2]([F:29])([F:30])[F:1])=[CH:4][CH:5]=2)=[O:28])[CH2:16][CH2:17]1)[O-:35])[CH3:27]. Given the reactants [F:1][C:2]([F:30])([F:29])[C:3]1[CH:8]=[CH:7][C:6]([O:9][C:10](=[O:28])[N:11]([CH2:13][CH2:14][C@H:15]2[CH2:20][CH2:19][C@H:18]([CH2:21][N:22]([CH2:26][CH3:27])[CH2:23][CH2:24][OH:25])[CH2:17][CH2:16]2)[CH3:12])=[CH:5][CH:4]=1.C1(=O)OC(=[O:35])C2=CC=CC=C12.OO.NC(N)=O.C([O-])(O)=O.[Na+], predict the reaction product. (2) Given the reactants [OH:1][C:2]1[CH:7]=[CH:6][CH:5]=[CH:4][C:3]=1[CH2:8][C:9]([NH:11][CH2:12][CH2:13]NC(C1C=C(C2C=CC=CC=2)ON=1)=O)=[O:10].NCC[NH:31][C:32]([C:34]1[CH:38]=[C:37]([C:39]2[CH:44]=[CH:43][CH:42]=[CH:41][CH:40]=2)[O:36][N:35]=1)=[O:33], predict the reaction product. The product is: [OH:1][C:2]1[CH:7]=[CH:6][CH:5]=[CH:4][C:3]=1[CH2:8][C:9]([NH:11][CH2:12][CH2:13][N:35]1[CH:34]([C:32]([NH2:31])=[O:33])[CH:38]=[C:37]([C:39]2[CH:40]=[CH:41][CH:42]=[CH:43][CH:44]=2)[O:36]1)=[O:10]. (3) The product is: [CH:21]1([C:13]2[CH:14]=[CH:15][C:16]([N+:18]([O-:20])=[O:19])=[CH:17][C:12]=2[N:11]2[C:6]([C:7]([F:10])([F:9])[F:8])=[N:3][N:2]=[N:1]2)[CH2:23][CH2:22]1. Given the reactants [N-:1]=[N+:2]=[N-:3].[Na+].Cl/[C:6](=[N:11]\[C:12]1[CH:17]=[C:16]([N+:18]([O-:20])=[O:19])[CH:15]=[CH:14][C:13]=1[CH:21]1[CH2:23][CH2:22]1)/[C:7]([F:10])([F:9])[F:8], predict the reaction product. (4) The product is: [CH2:4]([CH:6]1[C:10]2[C:11]([O:15][C:16]3[N:17]=[CH:18][C:19]([NH2:22])=[CH:20][CH:21]=3)=[CH:12][CH:13]=[CH:14][C:9]=2[CH2:8][O:7]1)[CH3:5]. Given the reactants O.NN.[CH2:4]([CH:6]1[C:10]2[C:11]([O:15][C:16]3[CH:21]=[CH:20][C:19]([N+:22]([O-])=O)=[CH:18][N:17]=3)=[CH:12][CH:13]=[CH:14][C:9]=2[CH2:8][O:7]1)[CH3:5], predict the reaction product. (5) Given the reactants [CH3:1][O:2][C:3](=[O:28])[CH2:4][C:5]1[CH:10]=[C:9]([C:11]2[CH:16]=[CH:15][C:14]([C:17]([F:20])([F:19])[F:18])=[CH:13][CH:12]=2)[N:8]=[C:7]([C:21]2[CH:26]=[CH:25][C:24]([F:27])=[CH:23][CH:22]=2)[CH:6]=1.C[Si]([N-][Si](C)(C)C)(C)C.[K+].Br[CH2:40][C:41]([CH3:43])=[CH2:42], predict the reaction product. The product is: [CH3:1][O:2][C:3](=[O:28])[CH:4]([C:5]1[CH:10]=[C:9]([C:11]2[CH:16]=[CH:15][C:14]([C:17]([F:18])([F:20])[F:19])=[CH:13][CH:12]=2)[N:8]=[C:7]([C:21]2[CH:22]=[CH:23][C:24]([F:27])=[CH:25][CH:26]=2)[CH:6]=1)[CH2:42][C:41]([CH3:43])=[CH2:40]. (6) Given the reactants [C:1]([O:5][C:6]([N:8]1[C@@:17]([CH3:21])([C:18]([OH:20])=O)[CH2:16][C:15]2[C:10](=[CH:11][C:12]([O:22][CH3:23])=[CH:13][CH:14]=2)[CH2:9]1)=[O:7])([CH3:4])([CH3:3])[CH3:2].[NH2:24][C@@H:25]([CH:42]([CH3:44])[CH3:43])[CH2:26][N:27]1[CH2:32][CH2:31][C@:30]([C:34]2[CH:35]=[C:36]([OH:40])[CH:37]=[CH:38][CH:39]=2)([CH3:33])[C@@H:29]([CH3:41])[CH2:28]1.CN([P+](ON1N=NC2C=CC=CC1=2)(N(C)C)N(C)C)C.F[P-](F)(F)(F)(F)F.C(N(CC)CC)C, predict the reaction product. The product is: [OH:40][C:36]1[CH:35]=[C:34]([C@:30]2([CH3:33])[CH2:31][CH2:32][N:27]([CH2:26][C@@H:25]([NH:24][C:18]([C@@:17]3([CH3:21])[CH2:16][C:15]4[C:10](=[CH:11][C:12]([O:22][CH3:23])=[CH:13][CH:14]=4)[CH2:9][N:8]3[C:6]([O:5][C:1]([CH3:3])([CH3:2])[CH3:4])=[O:7])=[O:20])[CH:42]([CH3:43])[CH3:44])[CH2:28][C@@H:29]2[CH3:41])[CH:39]=[CH:38][CH:37]=1. (7) Given the reactants [CH2:1]([N:3]1[C:7]([NH:8][C:9](=[O:27])[C:10]2[CH:15]=[C:14](B3OC(C)(C)C(C)(C)O3)[C:13]([CH3:25])=[C:12]([F:26])[CH:11]=2)=[CH:6][CH:5]=[N:4]1)[CH3:2].Br[C:29]1[CH:37]=[C:36]2[C:32]([C:33]([C:38]3[CH:43]=[CH:42][C:41]([F:44])=[CH:40][CH:39]=3)=[N:34][NH:35]2)=[CH:31][CH:30]=1, predict the reaction product. The product is: [CH2:1]([N:3]1[C:7]([NH:8][C:9](=[O:27])[C:10]2[CH:15]=[C:14]([C:29]3[CH:37]=[C:36]4[C:32]([C:33]([C:38]5[CH:43]=[CH:42][C:41]([F:44])=[CH:40][CH:39]=5)=[N:34][NH:35]4)=[CH:31][CH:30]=3)[C:13]([CH3:25])=[C:12]([F:26])[CH:11]=2)=[CH:6][CH:5]=[N:4]1)[CH3:2]. (8) Given the reactants [O:1]1[CH2:6][CH2:5][CH2:4][CH2:3][CH:2]1[O:7][CH:8]1[CH2:12][O:11][C:10](=[O:13])[CH2:9]1.[CH3:14][CH2:15][Mg+].[Br-], predict the reaction product. The product is: [OH:11][CH2:12][CH:8]([O:7][CH:2]1[CH2:3][CH2:4][CH2:5][CH2:6][O:1]1)[CH2:9][C:10]1([OH:13])[CH2:15][CH2:14]1. (9) Given the reactants CS[C:3]1[CH2:9][CH2:8][CH2:7][C:6]2[CH:10]=[CH:11][CH:12]=[CH:13][C:5]=2[N:4]=1.[N+:14]([CH3:17])([O-:16])=[O:15], predict the reaction product. The product is: [N+:14](/[CH:17]=[C:3]1\[NH:4][C:5]2[CH:13]=[CH:12][CH:11]=[CH:10][C:6]=2[CH2:7][CH2:8][CH2:9]\1)([O-:16])=[O:15]. (10) Given the reactants CN(C)C(=O)C[NH:5][C@:6]12[CH2:40][CH2:39][C@@H:38]([C:41]([CH3:43])=[CH2:42])[C@@H:7]1[C@@H:8]1[C@@:21]([CH3:24])([CH2:22][CH2:23]2)[C@@:20]2([CH3:25])[C@@H:11]([C@:12]3([CH3:37])[C@@H:17]([CH2:18][CH2:19]2)[C:16]([CH3:27])([CH3:26])[C:15]([C:28]2[CH:36]=[CH:35][C:31]([C:32]([OH:34])=[O:33])=[CH:30][CH:29]=2)=[CH:14][CH2:13]3)[CH2:10][CH2:9]1.Cl.Cl[CH2:48][CH2:49][N:50]1[CH2:55][CH2:54][S:53][CH2:52][CH2:51]1, predict the reaction product. The product is: [CH3:24][C@:21]12[C@@:20]3([CH3:25])[C@@H:11]([C@:12]4([CH3:37])[C@@H:17]([CH2:18][CH2:19]3)[C:16]([CH3:26])([CH3:27])[C:15]([C:28]3[CH:36]=[CH:35][C:31]([C:32]([OH:34])=[O:33])=[CH:30][CH:29]=3)=[CH:14][CH2:13]4)[CH2:10][CH2:9][C@@H:8]1[C@H:7]1[C@H:38]([C:41]([CH3:43])=[CH2:42])[CH2:39][CH2:40][C@:6]1([NH:5][CH2:48][CH2:49][N:50]1[CH2:55][CH2:54][S:53][CH2:52][CH2:51]1)[CH2:23][CH2:22]2.